Dataset: Reaction yield outcomes from USPTO patents with 853,638 reactions. Task: Predict the reaction yield, written as a fraction of the theoretical maximum amount of product (1.0 means a 100% yield; for example, 0.34 means a 34% yield). (1) The reactants are [CH3:1][O:2][C:3]1[CH:8]=[CH:7][CH:6]=[CH:5][C:4]=1[C:9]1[C:13]([C:14]([OH:16])=O)=[C:12]([CH3:17])[O:11][N:10]=1.[Cl:18][C:19]1[C:25]([N:26]2[CH2:31][CH2:30][NH:29][CH2:28][CH2:27]2)=[CH:24][C:22]([NH2:23])=[C:21]([CH:32]=[CH2:33])[CH:20]=1.C(O)(C(F)(F)F)=O.CN(C(ON1N=NC2C=CC=NC1=2)=[N+](C)C)C.F[P-](F)(F)(F)(F)F.C(N(CC)CC)C. The catalyst is C(Cl)Cl.O.CN1C(=O)CCC1. The product is [NH2:23][C:22]1[C:21]([CH:32]=[CH2:33])=[CH:20][C:19]([Cl:18])=[C:25]([N:26]2[CH2:27][CH2:28][N:29]([C:14]([C:13]3[C:9]([C:4]4[CH:5]=[CH:6][CH:7]=[CH:8][C:3]=4[O:2][CH3:1])=[N:10][O:11][C:12]=3[CH3:17])=[O:16])[CH2:30][CH2:31]2)[CH:24]=1. The yield is 0.540. (2) The reactants are [Si:1]([O:8][CH:9]1[CH2:14][CH2:13][CH:12]([C:15]2[N:20]=[C:19]([C:21]([O:23]C)=[O:22])[CH:18]=[CH:17][C:16]=2[F:25])[CH2:11][CH2:10]1)([C:4]([CH3:7])([CH3:6])[CH3:5])([CH3:3])[CH3:2].[Li+].[OH-].Cl.C(OCC)(=O)C. The catalyst is C1COCC1.CO. The product is [Si:1]([O:8][CH:9]1[CH2:10][CH2:11][CH:12]([C:15]2[N:20]=[C:19]([C:21]([OH:23])=[O:22])[CH:18]=[CH:17][C:16]=2[F:25])[CH2:13][CH2:14]1)([C:4]([CH3:7])([CH3:6])[CH3:5])([CH3:3])[CH3:2]. The yield is 0.820.